This data is from B-cell epitopes from IEDB database with 3,159 antigens for binding position prediction. The task is: Token-level Classification. Given an antigen amino acid sequence, predict which amino acid positions are active epitope sites capable of antibody binding. Output is a list of indices for active positions. Given the antigen sequence: ENITQWNLSDNGSNGILHAMYLRGVSRSLHGIWPEKICKGVPTYLATDTELKEIQGMMDASEGTNYTCCKLQRHEWNKHGWCNWYNIDPWIQLMNRTQANLAEGPPTKECAVTCRYDKDADINVVTQARNRPTTLTGCKKGKNFSFAGTIIEGPCNFNVSVEDILYGDHECGSLLQDTALYLVDGMTNTIENARQGAARVTSWLGRQLSTAGKRLEGRSKTWFGAYALSPYCNVTSKIGYIWYTNNCTPACLPKNTKIIGPGKFDTNAEDGKILHEMGGHLSEFLLLPLVVLSDFAPETASTLYLILHYVIPQSYEEPEGCDTNQLNLTVELRTEDVIPSSVWNVGKYVCVRPDWWPYETKVALLFEEAGQVVKLALRALRDLTRVWNSASTTGFLICLIKVLRGQIVQGVIWLLLVTGAQGRLACKEDYRYAISSTNEIGLLGAEGLTTTWKEYSHDLQLNDGTVKTTRVAGSFKVIALNVVSRRYLASLHKGALLTSA..., which amino acid positions are active epitope sites? The epitope positions are: [561, 562, 563, 564, 565, 566, 567, 568, 569, 570, 571, 572, 573, 574]. The amino acids at these positions are: TAVSPTTLRTEVVK.